This data is from Forward reaction prediction with 1.9M reactions from USPTO patents (1976-2016). The task is: Predict the product of the given reaction. (1) Given the reactants [N:1]1[CH:2]=[C:3]([C:10]([NH:12][C:13]2[CH:14]=[C:15]([CH:19]=[CH:20][C:21]=2[CH3:22])[C:16]([OH:18])=O)=[O:11])[N:4]2[CH:9]=[CH:8][CH:7]=[CH:6][C:5]=12.C(N(C(C)C)CC)(C)C.CN(C(ON1N=NC2C=CC=NC1=2)=[N+](C)C)C.F[P-](F)(F)(F)(F)F.[NH2:56][CH:57]([CH2:60][C:61]1[CH:66]=[CH:65][CH:64]=[CH:63][CH:62]=1)[CH2:58][OH:59], predict the reaction product. The product is: [OH:59][CH2:58][CH:57]([NH:56][C:16]([C:15]1[CH:19]=[CH:20][C:21]([CH3:22])=[C:13]([NH:12][C:10]([C:3]2[N:4]3[CH:9]=[CH:8][CH:7]=[CH:6][C:5]3=[N:1][CH:2]=2)=[O:11])[CH:14]=1)=[O:18])[CH2:60][C:61]1[CH:62]=[CH:63][CH:64]=[CH:65][CH:66]=1. (2) Given the reactants [CH2:1]([O:8][C:9]1[CH:14]=[CH:13][NH:12][C:11](=[O:15])[CH:10]=1)[C:2]1[CH:7]=[CH:6][CH:5]=[CH:4][CH:3]=1.[CH3:16][C:17]1[CH:24]=[CH:23][C:20]([CH2:21]Br)=[CH:19][CH:18]=1.C(=O)([O-])[O-].[K+].[K+], predict the reaction product. The product is: [CH2:1]([O:8][C:9]1[CH:14]=[CH:13][N:12]([CH2:16][C:17]2[CH:24]=[CH:23][C:20]([CH3:21])=[CH:19][CH:18]=2)[C:11](=[O:15])[CH:10]=1)[C:2]1[CH:3]=[CH:4][CH:5]=[CH:6][CH:7]=1. (3) Given the reactants [Cl:1][C:2](=[O:9])[CH2:3][CH2:4][C:5]([O:7][CH3:8])=[O:6].[Cl:10]N1C(=O)CCC1=O.Cl, predict the reaction product. The product is: [Cl:10][CH:3]([C:2]([Cl:1])=[O:9])[CH2:4][C:5]([O:7][CH3:8])=[O:6].